From a dataset of NCI-60 drug combinations with 297,098 pairs across 59 cell lines. Regression. Given two drug SMILES strings and cell line genomic features, predict the synergy score measuring deviation from expected non-interaction effect. (1) Drug 1: CC12CCC3C(C1CCC2O)C(CC4=C3C=CC(=C4)O)CCCCCCCCCS(=O)CCCC(C(F)(F)F)(F)F. Drug 2: C1CCC(C(C1)N)N.C(=O)(C(=O)[O-])[O-].[Pt+4]. Synergy scores: CSS=9.60, Synergy_ZIP=-0.905, Synergy_Bliss=3.28, Synergy_Loewe=-1.26, Synergy_HSA=0.567. Cell line: NCIH23. (2) Drug 1: C1=CN(C(=O)N=C1N)C2C(C(C(O2)CO)O)O.Cl. Drug 2: C1=CC=C(C=C1)NC(=O)CCCCCCC(=O)NO. Cell line: MCF7. Synergy scores: CSS=21.1, Synergy_ZIP=-9.09, Synergy_Bliss=1.24, Synergy_Loewe=-6.08, Synergy_HSA=1.73. (3) Drug 1: C1=CN(C(=O)N=C1N)C2C(C(C(O2)CO)O)O.Cl. Drug 2: C1=CN(C=N1)CC(O)(P(=O)(O)O)P(=O)(O)O. Cell line: UO-31. Synergy scores: CSS=28.7, Synergy_ZIP=-0.363, Synergy_Bliss=-0.901, Synergy_Loewe=-13.3, Synergy_HSA=-0.411. (4) Drug 1: CNC(=O)C1=NC=CC(=C1)OC2=CC=C(C=C2)NC(=O)NC3=CC(=C(C=C3)Cl)C(F)(F)F. Drug 2: C1C(C(OC1N2C=NC(=NC2=O)N)CO)O. Cell line: HOP-62. Synergy scores: CSS=28.2, Synergy_ZIP=8.81, Synergy_Bliss=12.3, Synergy_Loewe=13.7, Synergy_HSA=11.1.